This data is from Reaction yield outcomes from USPTO patents with 853,638 reactions. The task is: Predict the reaction yield, written as a fraction of the theoretical maximum amount of product (1.0 means a 100% yield; for example, 0.34 means a 34% yield). The reactants are [NH2:1][C:2]1[C:3]2[N:4]([C:8]([C@H:25]3[CH2:30][CH2:29][C@H:28]([C:31](O)=[O:32])[CH2:27][CH2:26]3)=[N:9][C:10]=2[C:11]2[CH:16]=[CH:15][CH:14]=[C:13]([O:17][CH2:18][C:19]3[CH:24]=[CH:23][CH:22]=[CH:21][CH:20]=3)[CH:12]=2)[CH:5]=[CH:6][N:7]=1.Cl.CN.C[CH2:38][N:39](C(C)C)C(C)C.C1C=NC2N(O)N=NC=2C=1.C(Cl)CCl. The catalyst is CN(C=O)C. The product is [CH3:38][NH:39][C:31]([C@H:28]1[CH2:29][CH2:30][C@H:25]([C:8]2[N:4]3[CH:5]=[CH:6][N:7]=[C:2]([NH2:1])[C:3]3=[C:10]([C:11]3[CH:16]=[CH:15][CH:14]=[C:13]([O:17][CH2:18][C:19]4[CH:24]=[CH:23][CH:22]=[CH:21][CH:20]=4)[CH:12]=3)[N:9]=2)[CH2:26][CH2:27]1)=[O:32]. The yield is 0.570.